Dataset: Forward reaction prediction with 1.9M reactions from USPTO patents (1976-2016). Task: Predict the product of the given reaction. (1) Given the reactants [C:1]12([NH2:11])[CH2:10][CH:5]3[CH2:6][CH:7]([CH2:9][CH:3]([CH2:4]3)[CH2:2]1)[CH2:8]2.[Cl:12][C:13]1[CH:14]=[C:15]([CH:18]=[CH:19][C:20]=1[OH:21])[CH:16]=O, predict the reaction product. The product is: [C:1]12([NH:11][CH2:16][C:15]3[CH:18]=[CH:19][C:20]([OH:21])=[C:13]([Cl:12])[CH:14]=3)[CH2:8][CH:7]3[CH2:6][CH:5]([CH2:4][CH:3]([CH2:9]3)[CH2:2]1)[CH2:10]2. (2) Given the reactants [I:1][C:2]1[C:3]2[CH2:9][CH2:8][CH2:7][C:4]=2[NH:5][N:6]=1.[CH3:10]C([O-])(C)C.[K+].CI, predict the reaction product. The product is: [I:1][C:2]1[C:3]2[CH2:9][CH2:8][CH2:7][C:4]=2[N:5]([CH3:10])[N:6]=1. (3) Given the reactants Br[C:2]1[S:6][C:5]([NH:7][C:8](=[O:22])[N:9]([CH:16]2[CH2:21][CH2:20][CH2:19][CH2:18][CH2:17]2)[CH:10]2[CH2:15][CH2:14][CH2:13][CH2:12][CH2:11]2)=[N:4][CH:3]=1.[CH2:23]([O:25][C:26]([C:28]1[N:29]=[C:30]([SH:33])[NH:31][CH:32]=1)=[O:27])[CH3:24], predict the reaction product. The product is: [CH2:23]([O:25][C:26]([C:28]1[N:29]=[C:30]([S:33][C:2]2[S:6][C:5]([NH:7][C:8]([N:9]([CH:16]3[CH2:21][CH2:20][CH2:19][CH2:18][CH2:17]3)[CH:10]3[CH2:15][CH2:14][CH2:13][CH2:12][CH2:11]3)=[O:22])=[N:4][CH:3]=2)[NH:31][CH:32]=1)=[O:27])[CH3:24]. (4) The product is: [ClH:22].[C:27](=[O:28])([O:1][CH2:2][CH:3]([NH2:14])[C:4]1[CH:9]=[CH:8][CH:7]=[C:6]([C:10]([F:11])([F:12])[F:13])[CH:5]=1)[NH2:26]. Given the reactants [OH:1][CH2:2][CH:3]([NH:14]C(=O)OC(C)(C)C)[C:4]1[CH:9]=[CH:8][CH:7]=[C:6]([C:10]([F:13])([F:12])[F:11])[CH:5]=1.[Cl:22]S([N:26]=[C:27]=[O:28])(=O)=O.O.C(=O)([O-])O.[Na+], predict the reaction product. (5) Given the reactants CC1N=C(C2C=CC=CC=2)C2CCNCC=2N=1.Cl[C:19]1[C:20]2[CH2:29][CH2:28][N:27]([C:30]([O:32][C:33]([CH3:36])([CH3:35])[CH3:34])=[O:31])[CH2:26][C:21]=2[N:22]=[C:23](C)[N:24]=1.[C:37]([O:41][C:42]([N:44]1[CH:48]=[CH:47][CH:46]=[C:45]1B(O)O)=[O:43])([CH3:40])([CH3:39])[CH3:38].C1(B(O)O)C=CC=CC=1, predict the reaction product. The product is: [C:37]([O:41][C:42]([N:44]1[CH:48]=[CH:47][CH:46]=[C:45]1[C:19]1[C:20]2[CH2:29][CH2:28][N:27]([C:30]([O:32][C:33]([CH3:36])([CH3:35])[CH3:34])=[O:31])[CH2:26][C:21]=2[N:22]=[CH:23][N:24]=1)=[O:43])([CH3:40])([CH3:38])[CH3:39]. (6) Given the reactants C1(C=CC=C(O)C=1)O.BrC1C=CC=CC=1C(O)=O.[CH:19]1[C:24](O)=[CH:23][C:22]2[C:26]([O:28][C:29]3[CH:34]=[C:33]([OH:35])[CH:32]=[CH:31][C:30]=3[C:21]=2[CH:20]=1)=[O:27], predict the reaction product. The product is: [CH:19]1[CH:20]=[C:21]2[C:30]3[CH:31]=[CH:32][C:33]([OH:35])=[CH:34][C:29]=3[O:28][C:26](=[O:27])[C:22]2=[CH:23][CH:24]=1.